The task is: Predict the product of the given reaction.. This data is from Forward reaction prediction with 1.9M reactions from USPTO patents (1976-2016). (1) Given the reactants [CH:1]1([C:4]2[NH:8][N:7]=[C:6]([NH:9][C:10]3[C:17]([F:18])=[CH:16][C:13]([C:14]#[N:15])=[C:12](F)[N:11]=3)[CH:5]=2)[CH2:3][CH2:2]1.[F:20][C:21]1[C:22]([C@@H:28]([NH2:30])[CH3:29])=[N:23][CH:24]=[C:25]([F:27])[CH:26]=1, predict the reaction product. The product is: [CH:1]1([C:4]2[NH:8][N:7]=[C:6]([NH:9][C:10]3[C:17]([F:18])=[CH:16][C:13]([C:14]#[N:15])=[C:12]([NH:30][C@H:28]([C:22]4[C:21]([F:20])=[CH:26][C:25]([F:27])=[CH:24][N:23]=4)[CH3:29])[N:11]=3)[CH:5]=2)[CH2:3][CH2:2]1. (2) Given the reactants [CH:1]1[C:13]2[CH2:12][C:11]3[C:6](=[CH:7][CH:8]=[CH:9][CH:10]=3)[C:5]=2[CH:4]=[CH:3][CH:2]=1.C(ON1C(=O)N(OC(=O)C)C(=O)N(OC(=O)C)C1=O)(=[O:16])C.O=O, predict the reaction product. The product is: [C:1]1(=[O:16])[C:13]2[C:5]([C:6]3[C:11]([CH:12]=2)=[CH:10][CH:9]=[CH:8][CH:7]=3)=[CH:4][CH:3]=[CH:2]1.[CH:1]1[C:13]2[CH2:12][C:11]3[C:6](=[CH:7][CH:8]=[CH:9][CH:10]=3)[C:5]=2[CH:4]=[CH:3][CH:2]=1. (3) Given the reactants F[C:2]1[CH:7]=[CH:6][C:5]([C:8](=[O:10])[CH3:9])=[CH:4][CH:3]=1.[CH2:11]([O:13][C:14](=[O:22])[CH2:15][CH:16]1[CH2:21][CH2:20][NH:19][CH2:18][CH2:17]1)[CH3:12].CS(C)=O, predict the reaction product. The product is: [CH2:11]([O:13][C:14](=[O:22])[CH2:15][CH:16]1[CH2:21][CH2:20][N:19]([C:2]2[CH:7]=[CH:6][C:5]([C:8](=[O:10])[CH3:9])=[CH:4][CH:3]=2)[CH2:18][CH2:17]1)[CH3:12].